The task is: Regression/Classification. Given a drug SMILES string, predict its absorption, distribution, metabolism, or excretion properties. Task type varies by dataset: regression for continuous measurements (e.g., permeability, clearance, half-life) or binary classification for categorical outcomes (e.g., BBB penetration, CYP inhibition). Dataset: hlm.. This data is from Human liver microsome stability data. (1) The compound is N#Cc1ccc(-c2cnc3ccc(-c4ccc(C(=O)N5CCOCC5)cc4)cn23)cc1. The result is 0 (unstable in human liver microsomes). (2) The molecule is CN1C[C@H]2CCCC[C@@]2(Cc2ccc(Cl)c(Cl)c2)C1. The result is 0 (unstable in human liver microsomes). (3) The molecule is O=C(Oc1cccc(N2CCCCC2)c1)N1CCC(c2ccc(F)cc2)CC1. The result is 1 (stable in human liver microsomes). (4) The drug is Oc1c2ccc(OCCCCCl)cc2nc2cc(F)cc(F)c12. The result is 1 (stable in human liver microsomes). (5) The compound is Cc1nc(C(=O)N[C@H]2CC[C@H](C)CC2)c(C)c(-c2ccc3c(c2)N(C)CCO3)c1[C@H](OC(C)(C)C)C(=O)O. The result is 0 (unstable in human liver microsomes). (6) The compound is CS(=O)(=O)N1CCC(c2[nH]nc(-c3ccc(Cl)cc3)c2-c2ccncn2)CC1. The result is 0 (unstable in human liver microsomes). (7) The molecule is CC(C)CN1C(=O)CN(Cc2ccc(-c3ccc(F)c(CN4CCCCC4)n3)cc2)C1=O. The result is 1 (stable in human liver microsomes). (8) The compound is CC(C)OC(=O)C1=CN(C(=O)c2ccc(OCCCN3CCOCC3)cc2)CC(C)(C)c2c1[nH]c1ccccc21. The result is 1 (stable in human liver microsomes). (9) The compound is O=C1Nc2ccccc2[C@]12C[C@H]2c1ccc2c(C=Cc3ccc(CN4CCOCC4)cc3)[nH]nc2c1. The result is 0 (unstable in human liver microsomes). (10) The drug is O=c1c(C2=NS(=O)(=O)c3cc(C4CCCS4(=O)=O)ccc3N2)c(O)c2cccn2n1Cc1ccc(F)cc1. The result is 0 (unstable in human liver microsomes).